Dataset: Forward reaction prediction with 1.9M reactions from USPTO patents (1976-2016). Task: Predict the product of the given reaction. (1) Given the reactants B(Br)(Br)Br.[Cl:5][C:6]1[CH:7]=[C:8]([NH:13][C:14]2[CH:19]=[C:18]([CH2:20][O:21]C)[N:17]=[CH:16][N:15]=2)[CH:9]=[CH:10][C:11]=1[Cl:12].C([O-])([O-])=O.[Na+].[Na+], predict the reaction product. The product is: [Cl:5][C:6]1[CH:7]=[C:8]([NH:13][C:14]2[N:15]=[CH:16][N:17]=[C:18]([CH2:20][OH:21])[CH:19]=2)[CH:9]=[CH:10][C:11]=1[Cl:12]. (2) Given the reactants [C:1]1(=[O:11])[NH:5][C:4](=[O:6])[C:3]2=[CH:7][CH:8]=[CH:9][CH:10]=[C:2]12.[K].Br[CH:14]1[C:19](=[O:20])[CH2:18][CH2:17][O:16][CH2:15]1, predict the reaction product. The product is: [O:20]=[C:19]1[CH2:18][CH2:17][O:16][CH2:15][CH:14]1[N:5]1[C:1](=[O:11])[C:2]2[C:3](=[CH:7][CH:8]=[CH:9][CH:10]=2)[C:4]1=[O:6]. (3) Given the reactants [CH3:1][N:2]1[CH:6]=[C:5]([N:7]2[CH:12]=[CH:11][C:10](=[O:13])[C:9]([CH2:14][C:15]3[CH:16]=[C:17]([NH:21]C(=O)OC(C)(C)C)[CH:18]=[CH:19][CH:20]=3)=[N:8]2)[CH:4]=[N:3]1.C(O)(C(F)(F)F)=O, predict the reaction product. The product is: [NH2:21][C:17]1[CH:16]=[C:15]([CH:20]=[CH:19][CH:18]=1)[CH2:14][C:9]1[C:10](=[O:13])[CH:11]=[CH:12][N:7]([C:5]2[CH:4]=[N:3][N:2]([CH3:1])[CH:6]=2)[N:8]=1. (4) Given the reactants C(OC([NH:8][C@H:9]1[CH2:13][C@@H:12]([C:14]([OH:16])=[O:15])[CH:11]=[CH:10]1)=O)(C)(C)C.O1CCOCC1.[ClH:23], predict the reaction product. The product is: [ClH:23].[NH2:8][C@H:9]1[CH2:13][C@@H:12]([C:14]([OH:16])=[O:15])[CH:11]=[CH:10]1. (5) Given the reactants [CH3:1][S:2]([C:5]1[CH:10]=[CH:9][C:8]([C:11]2[C:15]([C:16]3[CH:21]=[CH:20][C:19]([O:22][CH3:23])=[CH:18][CH:17]=3)=[CH:14][S:13][CH:12]=2)=[CH:7][CH:6]=1)(=[O:4])=[O:3].[Br:24]Br, predict the reaction product. The product is: [CH3:1][S:2]([C:5]1[CH:6]=[CH:7][C:8]([C:11]2[C:15]([C:16]3[CH:21]=[CH:20][C:19]([O:22][CH3:23])=[CH:18][CH:17]=3)=[C:14]([Br:24])[S:13][CH:12]=2)=[CH:9][CH:10]=1)(=[O:4])=[O:3]. (6) Given the reactants C(OC([NH:11][C@H:12]1[CH2:16][CH2:15][N:14]([CH:17]2[CH2:22][CH2:21][N:20]([C:23]([O:25][C:26]([CH3:29])([CH3:28])[CH3:27])=[O:24])[CH2:19][C:18]2([CH3:31])[CH3:30])[C:13]1=[O:32])=O)C1C=CC=CC=1, predict the reaction product. The product is: [NH2:11][C@H:12]1[CH2:16][CH2:15][N:14]([CH:17]2[CH2:22][CH2:21][N:20]([C:23]([O:25][C:26]([CH3:28])([CH3:27])[CH3:29])=[O:24])[CH2:19][C:18]2([CH3:31])[CH3:30])[C:13]1=[O:32]. (7) Given the reactants Br[C:2]1[CH:10]=[CH:9][CH:8]=[C:7]2[C:3]=1[CH:4]=[CH:5][NH:6]2.[B:11]1([B:11]2[O:15][C:14]([CH3:17])([CH3:16])[C:13]([CH3:19])([CH3:18])[O:12]2)[O:15][C:14]([CH3:17])([CH3:16])[C:13]([CH3:19])([CH3:18])[O:12]1.C([O-])(=O)C.[K+], predict the reaction product. The product is: [CH3:18][C:13]1([CH3:19])[C:14]([CH3:17])([CH3:16])[O:15][B:11]([C:2]2[CH:10]=[CH:9][CH:8]=[C:7]3[C:3]=2[CH:4]=[CH:5][NH:6]3)[O:12]1.